This data is from Full USPTO retrosynthesis dataset with 1.9M reactions from patents (1976-2016). The task is: Predict the reactants needed to synthesize the given product. (1) Given the product [CH:1]1([N:6]2[C:10]3[N:11]=[C:12]([NH:15][C:21]4[CH:30]=[CH:29][C:28]5[CH2:27][N:26]([C:31]([O:33][C:34]([CH3:37])([CH3:36])[CH3:35])=[O:32])[CH2:25][CH2:24][C:23]=5[N:22]=4)[N:13]=[CH:14][C:9]=3[C:8]3[CH:16]=[CH:17][N:18]=[CH:19][C:7]2=3)[CH2:2][CH2:3][CH2:4][CH2:5]1, predict the reactants needed to synthesize it. The reactants are: [CH:1]1([N:6]2[C:10]3[N:11]=[C:12]([NH2:15])[N:13]=[CH:14][C:9]=3[C:8]3[CH:16]=[CH:17][N:18]=[CH:19][C:7]2=3)[CH2:5][CH2:4][CH2:3][CH2:2]1.Cl[C:21]1[CH:30]=[CH:29][C:28]2[CH2:27][N:26]([C:31]([O:33][C:34]([CH3:37])([CH3:36])[CH3:35])=[O:32])[CH2:25][CH2:24][C:23]=2[N:22]=1.C1(P(C2C=CC=CC=2)C2C3OC4C(=CC=CC=4P(C4C=CC=CC=4)C4C=CC=CC=4)C(C)(C)C=3C=CC=2)C=CC=CC=1.CC(C)([O-])C.[Na+]. (2) Given the product [F:11][C:10]([F:12])([F:13])[C:9]([NH:8][CH2:7][C@@H:3]1[CH2:4][C@H:5]2[C@H:1]([CH2:6]2)[N:2]1[C:21]([C:19]1[N:20]=[C:16]([CH3:15])[S:17][C:18]=1[C:24]1[CH:25]=[C:26]([CH3:30])[CH:27]=[CH:28][CH:29]=1)=[O:22])=[O:14], predict the reactants needed to synthesize it. The reactants are: [C@H:1]12[CH2:6][C@H:5]1[CH2:4][C@@H:3]([CH2:7][NH:8][C:9](=[O:14])[C:10]([F:13])([F:12])[F:11])[NH:2]2.[CH3:15][C:16]1[S:17][C:18]([C:24]2[CH:25]=[C:26]([CH3:30])[CH:27]=[CH:28][CH:29]=2)=[C:19]([C:21](O)=[O:22])[N:20]=1.